Dataset: Full USPTO retrosynthesis dataset with 1.9M reactions from patents (1976-2016). Task: Predict the reactants needed to synthesize the given product. (1) Given the product [CH3:22][CH:23]([CH:27]([CH3:34])[CH:28]([CH3:33])[C:29]([CH3:30])([CH3:32])[CH3:31])[C:24](=[O:26])[CH3:25], predict the reactants needed to synthesize it. The reactants are: [Cr](O[Cr]([O-])(=O)=O)([O-])(=O)=O.[NH+]1C=CC=CC=1.[NH+]1C=CC=CC=1.[CH3:22][CH:23]([CH:27]([CH3:34])[CH:28]([CH3:33])[C:29]([CH3:32])([CH3:31])[CH3:30])[CH:24]([OH:26])[CH3:25]. (2) The reactants are: Br[CH:2]([CH2:9][C:10]([O-:12])=[O:11])[C:3](=O)[C:4]([O:6][CH3:7])=[O:5].[CH3:13]O.[C:15](=[S:18])([NH2:17])[CH3:16]. Given the product [CH3:7][O:6][C:4](=[O:5])[CH2:3][C:2]1[S:18][C:15]([CH3:16])=[N:17][C:9]=1[C:10]([O:12][CH3:13])=[O:11], predict the reactants needed to synthesize it. (3) Given the product [CH3:1][S:2]([O:5][C@H:6]([CH3:30])[CH2:7][N:8]([CH2:9][C@@H:10]([NH2:12])[CH3:11])[C:20]([O:22][CH2:23][C:24]1[CH:29]=[CH:28][CH:27]=[CH:26][CH:25]=1)=[O:21])(=[O:4])=[O:3], predict the reactants needed to synthesize it. The reactants are: [CH3:1][S:2]([O:5][C@H:6]([CH3:30])[CH2:7][N:8]([C:20]([O:22][CH2:23][C:24]1[CH:29]=[CH:28][CH:27]=[CH:26][CH:25]=1)=[O:21])[CH2:9][C@@H:10]([NH:12]C(OC(C)(C)C)=O)[CH3:11])(=[O:4])=[O:3].C(O)(C(F)(F)F)=O.ClC(Cl)C. (4) Given the product [Cl:29][C:3]12[C:17](=[O:24])[C:18]3[C:23](=[CH:22][CH:21]=[CH:20][CH:19]=3)[C:2]1([OH:1])[O:10][C:9]1[C:4]2=[CH:5][C:6]([CH:14]([CH3:15])[CH3:16])=[CH:7][C:8]=1[CH:11]([CH3:12])[CH3:13], predict the reactants needed to synthesize it. The reactants are: [OH:1][C:2]12[C:23]3[C:18](=[CH:19][CH:20]=[CH:21][CH:22]=3)[C:17](=[O:24])[C:3]1(O)[C:4]1[C:9]([O:10]2)=[C:8]([CH:11]([CH3:13])[CH3:12])[CH:7]=[C:6]([CH:14]([CH3:16])[CH3:15])[CH:5]=1.C(Cl)(=O)C([Cl:29])=O. (5) Given the product [Br:20][CH2:1][C:2]1[CH:12]=[CH:11][C:5]2[CH:6]=[C:7]([C:9]#[N:10])[O:8][C:4]=2[CH:3]=1, predict the reactants needed to synthesize it. The reactants are: [CH3:1][C:2]1[CH:12]=[CH:11][C:5]2[CH:6]=[C:7]([C:9]#[N:10])[O:8][C:4]=2[CH:3]=1.C1C(=O)N([Br:20])C(=O)C1. (6) Given the product [CH:1]1([CH2:7][NH:8][C:9]([C:11]2[C:12]([C:18]([F:21])([F:20])[F:19])=[N:13][C:14]([NH:25][C:24]3[CH:26]=[CH:27][CH:28]=[C:29]([F:30])[C:23]=3[F:22])=[N:15][CH:16]=2)=[O:10])[CH2:6][CH2:5][CH2:4][CH2:3][CH2:2]1, predict the reactants needed to synthesize it. The reactants are: [CH:1]1([CH2:7][NH:8][C:9]([C:11]2[C:12]([C:18]([F:21])([F:20])[F:19])=[N:13][C:14](Cl)=[N:15][CH:16]=2)=[O:10])[CH2:6][CH2:5][CH2:4][CH2:3][CH2:2]1.[F:22][C:23]1[C:29]([F:30])=[CH:28][CH:27]=[CH:26][C:24]=1[NH2:25]. (7) Given the product [OH:1][CH2:2][CH2:3][CH2:4][CH2:5][CH2:6][NH:7][S:8]([C:11]1[CH:16]=[CH:15][C:14]([C:22]2[CH:23]=[CH:24][C:19]([CH3:18])=[CH:20][CH:21]=2)=[CH:13][CH:12]=1)(=[O:10])=[O:9], predict the reactants needed to synthesize it. The reactants are: [OH:1][CH2:2][CH2:3][CH2:4][CH2:5][CH2:6][NH:7][S:8]([C:11]1[CH:16]=[CH:15][C:14](Br)=[CH:13][CH:12]=1)(=[O:10])=[O:9].[CH3:18][C:19]1[CH:24]=[CH:23][C:22](B(O)O)=[CH:21][CH:20]=1.